This data is from Full USPTO retrosynthesis dataset with 1.9M reactions from patents (1976-2016). The task is: Predict the reactants needed to synthesize the given product. (1) Given the product [CH:20]1([NH:24][C:2]2[C:7]([N+:8]([O-:10])=[O:9])=[CH:6][C:5]([C:11]([F:14])([F:13])[F:12])=[CH:4][N:3]=2)[CH2:23][CH2:22][CH2:21]1, predict the reactants needed to synthesize it. The reactants are: Cl[C:2]1[C:7]([N+:8]([O-:10])=[O:9])=[CH:6][C:5]([C:11]([F:14])([F:13])[F:12])=[CH:4][N:3]=1.C([O-])(O)=O.[Na+].[CH:20]1([NH2:24])[CH2:23][CH2:22][CH2:21]1. (2) Given the product [CH3:10][C:11]1[C:12]([CH2:27][OH:28])=[CH:13][C:14]([C:17]2[CH:22]=[N:21][C:20]([C:23]([F:26])([F:25])[F:24])=[N:19][CH:18]=2)=[N:15][CH:16]=1, predict the reactants needed to synthesize it. The reactants are: CC(C[AlH]CC(C)C)C.[CH3:10][C:11]1[C:12]([C:27](OC)=[O:28])=[CH:13][C:14]([C:17]2[CH:18]=[N:19][C:20]([C:23]([F:26])([F:25])[F:24])=[N:21][CH:22]=2)=[N:15][CH:16]=1. (3) Given the product [CH2:33]([C:30]1[C:31](=[O:32])[N:26]([C:22]2[CH:23]=[CH:24][CH:25]=[C:20]([NH:19][C:11]([O:6][CH:1]3[CH2:5][CH2:4][CH2:3][CH2:2]3)=[O:17])[CH:21]=2)[C:27]2[N:43]=[CH:42][CH:41]=[CH:40][C:28]=2[N:29]=1)[C:34]1[CH:35]=[CH:36][CH:37]=[CH:38][CH:39]=1, predict the reactants needed to synthesize it. The reactants are: [CH:1]1([OH:6])[CH2:5][CH2:4][CH2:3][CH2:2]1.ClC(Cl)(O[C:11](=[O:17])OC(Cl)(Cl)Cl)Cl.[NH2:19][C:20]1[CH:21]=[C:22]([N:26]2[C:31](=[O:32])[C:30]([CH2:33][C:34]3[CH:39]=[CH:38][CH:37]=[CH:36][CH:35]=3)=[N:29][C:28]3[CH:40]=[CH:41][CH:42]=[N:43][C:27]2=3)[CH:23]=[CH:24][CH:25]=1.C(=O)(O)[O-].[Na+].